The task is: Predict the product of the given reaction.. This data is from Forward reaction prediction with 1.9M reactions from USPTO patents (1976-2016). (1) Given the reactants [CH2:1]([N:3]([CH2:11][CH3:12])[C:4]([C:6]1[CH:10]=[CH:9][O:8][CH:7]=1)=[O:5])[CH3:2].[C:13]1(B2OCC(C)(C)CO2)[CH:18]=[CH:17][CH:16]=[CH:15][CH:14]=1, predict the reaction product. The product is: [CH2:11]([N:3]([CH2:1][CH3:2])[C:4]([C:6]1[CH:10]=[CH:9][O:8][C:7]=1[C:13]1[CH:18]=[CH:17][CH:16]=[CH:15][CH:14]=1)=[O:5])[CH3:12]. (2) Given the reactants [OH:1][C@H:2]1[C@@H:10]([OH:11])[C:9]2[C:4](=[CH:5][CH:6]=[CH:7][CH:8]=2)[C:3]1([NH:13][C:14](=[O:22])[O:15][CH2:16][CH2:17][Si:18]([CH3:21])([CH3:20])[CH3:19])[CH3:12].[H-].[Na+].[Cl-].[NH4+].C(OCC)(=O)C, predict the reaction product. The product is: [OH:1][C@@H:2]1[C@H:10]([OH:11])[C:9]2[C:4](=[CH:5][CH:6]=[CH:7][CH:8]=2)[C@:3]1([NH:13][C:14](=[O:22])[O:15][CH2:16][CH2:17][Si:18]([CH3:21])([CH3:20])[CH3:19])[CH3:12].[OH:11][CH:10]1[CH:2]2[C:3]([CH3:12])([NH:13][C:14](=[O:15])[O:22]2)[C:4]2[CH:5]=[CH:6][CH:7]=[CH:8][C:9]1=2.